From a dataset of Forward reaction prediction with 1.9M reactions from USPTO patents (1976-2016). Predict the product of the given reaction. Given the reactants Br[C:2]1[N:6]([S:7]([C:10]2[CH:11]=[N:12][CH:13]=[CH:14][CH:15]=2)(=[O:9])=[O:8])[CH:5]=[C:4]([CH2:16][N:17]([CH3:25])[C:18](=[O:24])[O:19][C:20]([CH3:23])([CH3:22])[CH3:21])[CH:3]=1.[F:26][C:27]1[CH:32]=[CH:31][C:30]([O:33][CH3:34])=[CH:29][C:28]=1B(O)O.C(=O)([O-])O.[Na+].COCCOC, predict the reaction product. The product is: [F:26][C:27]1[CH:32]=[CH:31][C:30]([O:33][CH3:34])=[CH:29][C:28]=1[C:2]1[N:6]([S:7]([C:10]2[CH:11]=[N:12][CH:13]=[CH:14][CH:15]=2)(=[O:9])=[O:8])[CH:5]=[C:4]([CH2:16][N:17]([CH3:25])[C:18](=[O:24])[O:19][C:20]([CH3:23])([CH3:22])[CH3:21])[CH:3]=1.